This data is from Reaction yield outcomes from USPTO patents with 853,638 reactions. The task is: Predict the reaction yield, written as a fraction of the theoretical maximum amount of product (1.0 means a 100% yield; for example, 0.34 means a 34% yield). (1) The product is [CH:25]([NH:28][C:21]([C:17]1[S:16][C:15]([CH2:14][CH2:13][C:12]2[C:8]([C:5]3[CH:4]=[CH:3][C:2]([F:1])=[CH:7][N:6]=3)=[N:9][O:10][C:11]=2[CH3:24])=[N:19][C:18]=1[CH3:20])=[O:23])([CH3:27])[CH3:26]. No catalyst specified. The reactants are [F:1][C:2]1[CH:3]=[CH:4][C:5]([C:8]2[C:12]([CH2:13][CH2:14][C:15]3[S:16][C:17]([C:21]([OH:23])=O)=[C:18]([CH3:20])[N:19]=3)=[C:11]([CH3:24])[O:10][N:9]=2)=[N:6][CH:7]=1.[CH:25]([NH2:28])([CH3:27])[CH3:26]. The yield is 0.910. (2) The reactants are [C:1]([C:3]1[CH:11]=[C:10]2[C:6]([C:7]([CH:24]3[CH2:29][CH2:28][CH2:27][CH2:26][CH2:25]3)=[C:8]([C:18]3[CH:23]=[CH:22][CH:21]=[CH:20][CH:19]=3)[N:9]2[CH2:12][C:13]([N:15]([CH3:17])[CH3:16])=[O:14])=[CH:5][CH:4]=1)#[N:2].[Sn]([N:43]=[N+:44]=[N-:45])(CCCC)(CCCC)CCCC. The catalyst is C1(C)C=CC=CC=1.CCOC(C)=O. The product is [CH:24]1([C:7]2[C:6]3[C:10](=[CH:11][C:3]([C:1]4[NH:45][N:44]=[N:43][N:2]=4)=[CH:4][CH:5]=3)[N:9]([CH2:12][C:13]([N:15]([CH3:17])[CH3:16])=[O:14])[C:8]=2[C:18]2[CH:23]=[CH:22][CH:21]=[CH:20][CH:19]=2)[CH2:29][CH2:28][CH2:27][CH2:26][CH2:25]1. The yield is 0.450. (3) The reactants are [Br:1][C:2]1[CH:7]=[CH:6][C:5]([C@@H:8]([NH2:10])[CH3:9])=[CH:4][CH:3]=1.[CH:11]([S:13]([CH:16]=[CH2:17])(=[O:15])=[O:14])=[CH2:12]. The catalyst is CCO. The product is [Br:1][C:2]1[CH:7]=[CH:6][C:5]([C@@H:8]([N:10]2[CH2:17][CH2:16][S:13](=[O:15])(=[O:14])[CH2:11][CH2:12]2)[CH3:9])=[CH:4][CH:3]=1. The yield is 0.800. (4) The reactants are Cl.[O:2]=[C:3]1[CH2:7][CH2:6][C:5](=[O:8])[N:4]1[CH2:9][C:10]1[C:19]([F:20])=[C:18]2[C:13]([C:14]([C:25]3[CH:30]=[CH:29][C:28]([F:31])=[CH:27][CH:26]=3)=[CH:15][C:16]([C:21]([O:23]C)=[O:22])=[N:17]2)=[CH:12][CH:11]=1. The catalyst is C(O)(=O)C. The product is [O:8]=[C:5]1[CH2:6][CH2:7][C:3](=[O:2])[N:4]1[CH2:9][C:10]1[C:19]([F:20])=[C:18]2[C:13]([C:14]([C:25]3[CH:26]=[CH:27][C:28]([F:31])=[CH:29][CH:30]=3)=[CH:15][C:16]([C:21]([OH:23])=[O:22])=[N:17]2)=[CH:12][CH:11]=1. The yield is 0.850. (5) The reactants are Br[C:2]1[CH:7]=[CH:6][C:5]([CH2:8][CH:9]([CH3:11])[CH3:10])=[CH:4][CH:3]=1.C(=O)([O-])[O-].[Na+].[Na+].[CH2:18](O)[CH3:19].O.[CH3:22][O:23][CH2:24][CH2:25][O:26]C. The catalyst is CCOCC.C1C=CC([P]([Pd]([P](C2C=CC=CC=2)(C2C=CC=CC=2)C2C=CC=CC=2)([P](C2C=CC=CC=2)(C2C=CC=CC=2)C2C=CC=CC=2)[P](C2C=CC=CC=2)(C2C=CC=CC=2)C2C=CC=CC=2)(C2C=CC=CC=2)C2C=CC=CC=2)=CC=1. The product is [CH2:8]([C:5]1[CH:6]=[CH:7][C:2]([C:22]2[O:23][C:24]([CH:25]=[O:26])=[CH:19][CH:18]=2)=[CH:3][CH:4]=1)[CH:9]([CH3:11])[CH3:10]. The yield is 0.310. (6) The reactants are [C:1]([CH2:3][O:4][C:5]1[C:6]([C:32]2[CH:37]=[CH:36][C:35]([CH3:38])=[CH:34][CH:33]=2)=[C:7]2[C:12](=[CH:13][CH:14]=1)[CH:11]=[C:10]([CH2:15][NH:16][C:17]([C:19]1[C:23]3[CH:24]=[CH:25][CH:26]=[CH:27][C:22]=3[O:21][C:20]=1[CH2:28][CH2:29][CH2:30][CH3:31])=[O:18])[CH:9]=[CH:8]2)#[N:2].[N-:39]=[N+:40]=[N-:41].[Na+].[Cl-].[NH4+]. The catalyst is CN(C=O)C.O. The product is [NH:39]1[C:1]([CH2:3][O:4][C:5]2[C:6]([C:32]3[CH:33]=[CH:34][C:35]([CH3:38])=[CH:36][CH:37]=3)=[C:7]3[C:12](=[CH:13][CH:14]=2)[CH:11]=[C:10]([CH2:15][NH:16][C:17]([C:19]2[C:23]4[CH:24]=[CH:25][CH:26]=[CH:27][C:22]=4[O:21][C:20]=2[CH2:28][CH2:29][CH2:30][CH3:31])=[O:18])[CH:9]=[CH:8]3)=[N:2][N:41]=[N:40]1. The yield is 0.660. (7) The reactants are [Cl:1][C:2]1[N:7]=[C:6]([CH2:8][C:9]([C:11]2[CH:12]=[C:13]([NH:18][S:19]([C:22]3[C:27]([F:28])=[CH:26][CH:25]=[CH:24][C:23]=3[F:29])(=[O:21])=[O:20])[CH:14]=[CH:15][C:16]=2[F:17])=O)[CH:5]=[CH:4][N:3]=1.[CH2:30]1[C:35](=O)[N:34](Br)[C:32](=O)[CH2:31]1.CC(C)[C:40](=[S:42])[NH2:41].[OH2:44]. The catalyst is CC(N(C)C)=O. The product is [Cl:1][C:2]1[N:7]=[C:6]([C:8]2[S:42][C:40]([N:34]3[CH2:35][CH2:30][O:44][CH2:31][CH2:32]3)=[N:41][C:9]=2[C:11]2[CH:12]=[C:13]([NH:18][S:19]([C:22]3[C:27]([F:28])=[CH:26][CH:25]=[CH:24][C:23]=3[F:29])(=[O:21])=[O:20])[CH:14]=[CH:15][C:16]=2[F:17])[CH:5]=[CH:4][N:3]=1. The yield is 0.220. (8) The reactants are [Cl:1][CH2:2][C:3]([NH:5][C:6]1[CH:15]=[CH:14][CH:13]=[C:12]2[C:7]=1[C:8](=[O:25])[N:9]([CH:17]1[CH2:22][CH2:21][C:20](=[O:23])[NH:19][C:18]1=[O:24])[C:10]([CH3:16])=[N:11]2)=[O:4].[CH3:26][NH:27][CH3:28].C1COCC1.C(=O)([O-])O.[Na+].Cl.CCOCC. The catalyst is CN(C=O)C.C(Cl)Cl.O. The product is [ClH:1].[CH3:26][N:27]([CH3:28])[CH2:2][C:3]([NH:5][C:6]1[CH:15]=[CH:14][CH:13]=[C:12]2[C:7]=1[C:8](=[O:25])[N:9]([CH:17]1[CH2:22][CH2:21][C:20](=[O:23])[NH:19][C:18]1=[O:24])[C:10]([CH3:16])=[N:11]2)=[O:4]. The yield is 0.850.